Dataset: Full USPTO retrosynthesis dataset with 1.9M reactions from patents (1976-2016). Task: Predict the reactants needed to synthesize the given product. Given the product [Br:1][C:2]1[CH:3]=[CH:4][C:5]([CH2:20][CH2:21][C:22]2[CH:23]=[CH:24][CH:25]=[CH:26][CH:27]=2)=[C:6]([CH:19]=1)[CH2:7][NH:8][C:9]1[CH:10]=[CH:11][C:12]([C:13]([OH:15])=[O:14])=[CH:17][CH:18]=1, predict the reactants needed to synthesize it. The reactants are: [Br:1][C:2]1[CH:3]=[CH:4][C:5]([CH2:20][CH2:21][C:22]2[CH:27]=[CH:26][CH:25]=[CH:24][CH:23]=2)=[C:6]([CH:19]=1)[CH2:7][NH:8][C:9]1[CH:18]=[CH:17][C:12]([C:13]([O:15]C)=[O:14])=[CH:11][CH:10]=1.[OH-].[Na+].